Dataset: Reaction yield outcomes from USPTO patents with 853,638 reactions. Task: Predict the reaction yield, written as a fraction of the theoretical maximum amount of product (1.0 means a 100% yield; for example, 0.34 means a 34% yield). (1) The reactants are [CH:1]1([S:4]([C:7]2[CH:12]=[CH:11][C:10]([CH:13]([CH2:18][CH:19]3[CH2:24][CH2:23][O:22][CH2:21][CH2:20]3)[C:14](=[O:17])[CH:15]=[CH2:16])=[CH:9][CH:8]=2)(=[O:6])=[O:5])[CH2:3][CH2:2]1.[CH3:25][C:26]1([CH3:38])[O:30][CH:29]([C:31]2[S:35][C:34]([CH:36]=[O:37])=[N:33][CH:32]=2)[CH2:28][O:27]1.C(N(CC)CC)C. The catalyst is C(O)C.[Cl-].C([N+]1C(C)=C(CCO)SC=1)C1C=CC=CC=1.C(OCC)(=O)C. The product is [CH:1]1([S:4]([C:7]2[CH:8]=[CH:9][C:10]([CH:13]([CH2:18][CH:19]3[CH2:24][CH2:23][O:22][CH2:21][CH2:20]3)[C:14](=[O:17])[CH2:15][CH2:16][C:36]([C:34]3[S:35][C:31]([CH:29]4[CH2:28][O:27][C:26]([CH3:38])([CH3:25])[O:30]4)=[CH:32][N:33]=3)=[O:37])=[CH:11][CH:12]=2)(=[O:6])=[O:5])[CH2:3][CH2:2]1. The yield is 0.300. (2) The reactants are [CH3:1][N:2]1[CH:6]=[C:5]([C:7]2[CH:12]=[CH:11][C:10]([NH:13][C:14]3[S:18][C:17]([C:19]([O:21][CH3:22])=[O:20])=[C:16]([O:23][CH2:24][C:25]4[CH:30]=[CH:29][CH:28]=[CH:27][CH:26]=4)[CH:15]=3)=[C:9]([N+:31]([O-])=O)[CH:8]=2)[CH:4]=[N:3]1.[CH3:34]OC(OC)OC.C(O)=O. The catalyst is CO.[Zn]. The product is [CH3:1][N:2]1[CH:6]=[C:5]([C:7]2[CH:12]=[CH:11][C:10]3[N:13]([C:14]4[S:18][C:17]([C:19]([O:21][CH3:22])=[O:20])=[C:16]([O:23][CH2:24][C:25]5[CH:30]=[CH:29][CH:28]=[CH:27][CH:26]=5)[CH:15]=4)[CH:34]=[N:31][C:9]=3[CH:8]=2)[CH:4]=[N:3]1. The yield is 0.890. (3) The reactants are Br[C:2]1[CH:3]=[C:4]([CH3:8])[CH:5]=C[CH:7]=1.[CH2:9]([OH:13])[CH:10]=[CH:11][CH3:12].[C:14](=O)([O-])[O-].[Na+].[Na+].C1(C)C=CC=CC=1P(C1C=CC=CC=1C)C1C=CC=CC=1C. The catalyst is [Br-].C([N+](CCCC)(CCCC)CCCC)CCC.CC(OC)(C)C.C([O-])(=O)C.[Pd+2].C([O-])(=O)C.CN(C=O)C. The product is [CH3:8][C:4]1[CH:5]=[C:12]([CH:11]([CH3:14])[CH2:10][CH:9]=[O:13])[CH:7]=[CH:2][CH:3]=1. The yield is 0.360. (4) The reactants are [Cl:1][C:2]1[CH:3]=[C:4]([C:8]2[CH:9]=[C:10]([CH2:18][N:19]3[CH:23]=[N:22][C:21]([NH2:24])=[N:20]3)[CH:11]=[N:12][C:13]=2[O:14][CH:15]([F:17])[F:16])[CH:5]=[CH:6][CH:7]=1.C=O.[C:27](O[BH-](OC(=O)C)OC(=O)C)(=O)C.[Na+]. The catalyst is C(Cl)Cl.CC(O)=O. The product is [Cl:1][C:2]1[CH:3]=[C:4]([C:8]2[CH:9]=[C:10]([CH2:18][N:19]3[CH:23]=[N:22][C:21]([NH:24][CH3:27])=[N:20]3)[CH:11]=[N:12][C:13]=2[O:14][CH:15]([F:17])[F:16])[CH:5]=[CH:6][CH:7]=1. The yield is 0.200.